Dataset: Catalyst prediction with 721,799 reactions and 888 catalyst types from USPTO. Task: Predict which catalyst facilitates the given reaction. (1) Reactant: Br[C:2]1[C:3](=[O:10])[N:4]([CH3:9])[C:5](=[O:8])[C:6]=1[Br:7].Cl.[NH:12]1[CH2:17][CH2:16][C:15](=[O:18])[CH2:14][CH2:13]1.C([O-])([O-])=O.[K+].[K+]. Product: [Br:7][C:6]1[C:5](=[O:8])[N:4]([CH3:9])[C:3](=[O:10])[C:2]=1[N:12]1[CH2:17][CH2:16][C:15](=[O:18])[CH2:14][CH2:13]1. The catalyst class is: 6. (2) The catalyst class is: 4. Product: [Cl:64][C:50]1[CH:49]=[N:48][CH:47]=[C:46]([Cl:45])[C:51]=1[S:52][C:53]1[S:57][C:56]([C:58]([NH:35][CH2:34][C:32]2[CH:31]=[CH:30][C:29]3[O:25][CH2:26][CH2:27][C:28]=3[CH:33]=2)=[O:59])=[CH:55][C:54]=1[N+:61]([O-:63])=[O:62]. Reactant: F[P-](F)(F)(F)(F)F.N1(OC(N(C)C)=[N+](C)C)C2N=CC=CC=2N=N1.[O:25]1[C:29]2[CH:30]=[CH:31][C:32]([CH2:34][NH2:35])=[CH:33][C:28]=2[CH2:27][CH2:26]1.C(N(C(C)C)CC)(C)C.[Cl:45][C:46]1[CH:47]=[N:48][CH:49]=[C:50]([Cl:64])[C:51]=1[S:52][C:53]1[S:57][C:56]([C:58](O)=[O:59])=[CH:55][C:54]=1[N+:61]([O-:63])=[O:62]. (3) Reactant: [CH3:1][O:2][C:3]1[CH:20]=[CH:19][C:6]([C:7]([NH:9][CH2:10][CH2:11][CH2:12][N:13]2[CH2:18][CH2:17][CH2:16][CH2:15][CH2:14]2)=O)=[CH:5][CH:4]=1.B. Product: [CH3:1][O:2][C:3]1[CH:4]=[CH:5][C:6]([CH2:7][NH:9][CH2:10][CH2:11][CH2:12][N:13]2[CH2:18][CH2:17][CH2:16][CH2:15][CH2:14]2)=[CH:19][CH:20]=1. The catalyst class is: 1. (4) Reactant: [NH2:1][C:2]1[N:10]=[CH:9][N:8]=[C:7]2[C:3]=1[N:4]([C:25]1[CH:30]=[CH:29][C:28]([O:31][C:32]3[CH:37]=[CH:36][CH:35]=[CH:34][CH:33]=3)=[CH:27][CH:26]=1)[C:5](=[O:24])[N:6]2[CH2:11][C@@H:12]1[CH2:16][CH2:15][CH2:14][N:13]1C(OC(C)(C)C)=O.[ClH:38]. Product: [ClH:38].[NH2:1][C:2]1[N:10]=[CH:9][N:8]=[C:7]2[C:3]=1[N:4]([C:25]1[CH:30]=[CH:29][C:28]([O:31][C:32]3[CH:37]=[CH:36][CH:35]=[CH:34][CH:33]=3)=[CH:27][CH:26]=1)[C:5](=[O:24])[N:6]2[CH2:11][C@@H:12]1[CH2:16][CH2:15][CH2:14][NH:13]1. The catalyst class is: 12. (5) Reactant: [O:1]1[B:6]2[O:7][CH2:8][C:9]3[CH2:10][O:11][CH:12]=[CH:13][C:4]([C:5]=32)=[CH:3][C@H:2]1[CH2:14][NH:15][C:16](=[O:22])[O:17][C:18]([CH3:21])([CH3:20])[CH3:19].C1C(=O)N([Br:30])C(=O)C1. Product: [Br:30][C:3]1[C@H:2]([CH2:14][NH:15][C:16](=[O:22])[O:17][C:18]([CH3:19])([CH3:21])[CH3:20])[O:1][B:6]2[C:5]3[C:4]=1[CH:13]=[CH:12][O:11][CH2:10][C:9]=3[CH2:8][O:7]2. The catalyst class is: 26.